From a dataset of TCR-epitope binding with 47,182 pairs between 192 epitopes and 23,139 TCRs. Binary Classification. Given a T-cell receptor sequence (or CDR3 region) and an epitope sequence, predict whether binding occurs between them. The epitope is PROT_97E67BCC. The TCR CDR3 sequence is CASNRRTSGTYEQYF. Result: 1 (the TCR binds to the epitope).